This data is from NCI-60 drug combinations with 297,098 pairs across 59 cell lines. The task is: Regression. Given two drug SMILES strings and cell line genomic features, predict the synergy score measuring deviation from expected non-interaction effect. (1) Drug 1: CN(CCCl)CCCl.Cl. Drug 2: CS(=O)(=O)OCCCCOS(=O)(=O)C. Cell line: KM12. Synergy scores: CSS=12.0, Synergy_ZIP=-7.08, Synergy_Bliss=-0.0179, Synergy_Loewe=-11.6, Synergy_HSA=-3.19. (2) Drug 1: CC1=CC=C(C=C1)C2=CC(=NN2C3=CC=C(C=C3)S(=O)(=O)N)C(F)(F)F. Drug 2: CC1=C(C(=O)C2=C(C1=O)N3CC4C(C3(C2COC(=O)N)OC)N4)N. Cell line: PC-3. Synergy scores: CSS=6.94, Synergy_ZIP=-0.828, Synergy_Bliss=3.32, Synergy_Loewe=-13.7, Synergy_HSA=-2.43.